This data is from NCI-60 drug combinations with 297,098 pairs across 59 cell lines. The task is: Regression. Given two drug SMILES strings and cell line genomic features, predict the synergy score measuring deviation from expected non-interaction effect. Drug 1: C1=C(C(=O)NC(=O)N1)F. Drug 2: COC1=C2C(=CC3=C1OC=C3)C=CC(=O)O2. Cell line: SNB-75. Synergy scores: CSS=23.7, Synergy_ZIP=0.978, Synergy_Bliss=3.20, Synergy_Loewe=2.12, Synergy_HSA=3.15.